This data is from Full USPTO retrosynthesis dataset with 1.9M reactions from patents (1976-2016). The task is: Predict the reactants needed to synthesize the given product. (1) The reactants are: [F:1][C:2]([F:13])([F:12])[C:3]1[CH:4]=[C:5]([CH2:9][C:10]#[N:11])[CH:6]=[CH:7][CH:8]=1.I[CH3:15].[NH2-].[Na+].O. Given the product [F:1][C:2]([F:12])([F:13])[C:3]1[CH:4]=[C:5]([CH:9]([CH3:15])[C:10]#[N:11])[CH:6]=[CH:7][CH:8]=1, predict the reactants needed to synthesize it. (2) Given the product [CH3:18][O:17][C:13]1[CH:12]=[C:11]2[C:16]([C:7]([O:4][CH2:3][CH2:2][OH:5])=[CH:8][CH:9]=[N:10]2)=[CH:15][CH:14]=1, predict the reactants needed to synthesize it. The reactants are: [Na].[CH2:2]([OH:5])[CH2:3][OH:4].Cl[C:7]1[C:16]2[C:11](=[CH:12][C:13]([O:17][CH3:18])=[CH:14][CH:15]=2)[N:10]=[CH:9][CH:8]=1. (3) Given the product [C:32]([O:36][C:37](=[O:49])[CH2:38][O:39][C:40]1[CH:45]=[CH:44][C:43]([Cl:46])=[CH:42][C:41]=1[C:47]#[C:48][C:51]1[CH:64]=[CH:63][C:54]([C:55]([N:57]2[CH2:62][CH2:61][O:60][CH2:59][CH2:58]2)=[O:56])=[C:53]([S:65]([CH:68]([CH3:70])[CH3:69])(=[O:66])=[O:67])[CH:52]=1)([CH3:35])([CH3:34])[CH3:33], predict the reactants needed to synthesize it. The reactants are: C(OC(=O)COC1C=CC(Cl)=CC=1C#CC1C=C(S(CCC)(=O)=O)C=CC=1F)(C)(C)C.[C:32]([O:36][C:37](=[O:49])[CH2:38][O:39][C:40]1[CH:45]=[CH:44][C:43]([Cl:46])=[CH:42][C:41]=1[C:47]#[CH:48])([CH3:35])([CH3:34])[CH3:33].Br[C:51]1[CH:64]=[CH:63][C:54]([C:55]([N:57]2[CH2:62][CH2:61][O:60][CH2:59][CH2:58]2)=[O:56])=[C:53]([S:65]([CH:68]([CH3:70])[CH3:69])(=[O:67])=[O:66])[CH:52]=1. (4) Given the product [CH3:25][N:26]([CH3:31])[CH2:27][CH2:28][CH2:29][NH:30][C:3]([C:5]1[C:18]2[C:9](=[N:10][C:11]3[C:16]([N:17]=2)=[C:15]2[CH:19]=[CH:20][CH:21]=[C:22]([O:23][CH3:24])[C:14]2=[CH:13][CH:12]=3)[CH:8]=[CH:7][CH:6]=1)=[O:2], predict the reactants needed to synthesize it. The reactants are: C[O:2][C:3]([C:5]1[C:18]2[C:9](=[N:10][C:11]3[C:16]([N:17]=2)=[C:15]2[CH:19]=[CH:20][CH:21]=[C:22]([O:23][CH3:24])[C:14]2=[CH:13][CH:12]=3)[CH:8]=[CH:7][CH:6]=1)=O.[CH3:25][N:26]([CH3:31])[CH2:27][CH2:28][CH2:29][NH2:30]. (5) Given the product [CH:25]1([N:28]([CH2:36][C:37]2[CH:42]=[C:41]([CH2:43]/[CH:44]=[CH:11]/[C:12]#[N:13])[CH:40]=[C:39]([Cl:46])[C:38]=2[Cl:47])[C:29](=[O:35])[O:30][C:31]([CH3:32])([CH3:34])[CH3:33])[CH2:27][CH2:26]1, predict the reactants needed to synthesize it. The reactants are: [Cl-].[Li+].C(OP([CH2:11][C:12]#[N:13])(=O)OCC)C.C1CCN2C(=NCCC2)CC1.[CH:25]1([N:28]([CH2:36][C:37]2[CH:42]=[C:41]([CH2:43][CH:44]=O)[CH:40]=[C:39]([Cl:46])[C:38]=2[Cl:47])[C:29](=[O:35])[O:30][C:31]([CH3:34])([CH3:33])[CH3:32])[CH2:27][CH2:26]1. (6) Given the product [CH3:1][C:2]1[CH:7]=[C:6]([CH3:8])[CH:5]=[CH:4][C:3]=1[C:9]1[C:13]([C:14]([N:18]2[CH2:23][CH2:22][CH2:21][C@@H:20]([C:24]([OH:27])([CH3:26])[CH3:25])[CH2:19]2)=[O:16])=[CH:12][O:11][N:10]=1, predict the reactants needed to synthesize it. The reactants are: [CH3:1][C:2]1[CH:7]=[C:6]([CH3:8])[CH:5]=[CH:4][C:3]=1[C:9]1[C:13]([C:14]([OH:16])=O)=[CH:12][O:11][N:10]=1.Cl.[NH:18]1[CH2:23][CH2:22][CH2:21][C@@H:20]([C:24]([OH:27])([CH3:26])[CH3:25])[CH2:19]1.CCN(CC)CC. (7) Given the product [OH:6][C@H:3]1[CH2:4][CH2:5][N:1]([CH2:9][CH2:8][C:7]#[N:10])[CH2:2]1, predict the reactants needed to synthesize it. The reactants are: [NH:1]1[CH2:5][CH2:4][C@H:3]([OH:6])[CH2:2]1.[C:7](#[N:10])[CH:8]=[CH2:9].